The task is: Predict the reactants needed to synthesize the given product.. This data is from Full USPTO retrosynthesis dataset with 1.9M reactions from patents (1976-2016). Given the product [C:1]([CH:3]([CH:11]([C:25]1[CH:26]=[CH:27][CH:28]=[CH:29][C:24]=1[O:23][CH3:22])[C:12]1[C:21]2[C:16](=[CH:17][CH:18]=[CH:19][CH:20]=2)[N:15]=[CH:14][CH:13]=1)[C:4]([O:6][C:7]([CH3:8])([CH3:10])[CH3:9])=[O:5])#[N:2], predict the reactants needed to synthesize it. The reactants are: [C:1]([C:3](=[CH:11][C:12]1[C:21]2[C:16](=[CH:17][CH:18]=[CH:19][CH:20]=2)[N:15]=[CH:14][CH:13]=1)[C:4]([O:6][C:7]([CH3:10])([CH3:9])[CH3:8])=[O:5])#[N:2].[CH3:22][O:23][C:24]1[CH:29]=[CH:28][CH:27]=[CH:26][C:25]=1[Mg]Br.C1COCC1.COC(C)(C)C.